This data is from Reaction yield outcomes from USPTO patents with 853,638 reactions. The task is: Predict the reaction yield, written as a fraction of the theoretical maximum amount of product (1.0 means a 100% yield; for example, 0.34 means a 34% yield). (1) The reactants are [O:1]([C:8]1[CH:16]=[CH:15][C:11]([C:12](Cl)=[O:13])=[CH:10][CH:9]=1)[C:2]1[CH:7]=[CH:6][CH:5]=[CH:4][CH:3]=1.[CH:17]1([C:23]2[CH:41]=[CH:40][C:26]([CH2:27][NH:28][C:29]3[CH:30]=[CH:31][C:32]([OH:39])=[C:33]([CH:38]=3)[C:34]([O:36][CH3:37])=[O:35])=[CH:25][CH:24]=2)[CH2:22][CH2:21][CH2:20][CH2:19][CH2:18]1.C([O-])(O)=O.[Na+]. The catalyst is C1COCC1. The product is [CH:17]1([C:23]2[CH:41]=[CH:40][C:26]([CH2:27][N:28]([C:29]3[CH:30]=[CH:31][C:32]([OH:39])=[C:33]([CH:38]=3)[C:34]([O:36][CH3:37])=[O:35])[C:12](=[O:13])[C:11]3[CH:15]=[CH:16][C:8]([O:1][C:2]4[CH:7]=[CH:6][CH:5]=[CH:4][CH:3]=4)=[CH:9][CH:10]=3)=[CH:25][CH:24]=2)[CH2:22][CH2:21][CH2:20][CH2:19][CH2:18]1. The yield is 0.980. (2) The reactants are Cl[CH2:2][C:3](=O)[CH2:4][C:5]([O:7][CH2:8][CH3:9])=[O:6].[CH:11]1([C:14]([NH2:16])=[O:15])[CH2:13][CH2:12]1. The catalyst is C1(C)C=CC=CC=1.O1CCOCC1. The product is [CH:11]1([C:14]2[O:15][CH:2]=[C:3]([CH2:4][C:5]([O:7][CH2:8][CH3:9])=[O:6])[N:16]=2)[CH2:13][CH2:12]1. The yield is 0.500. (3) The reactants are [OH:1][CH2:2][CH2:3][C@H:4]([O:9][CH3:10])[C:5]([O:7][CH3:8])=[O:6].O[N:12]1[C:20](=[O:21])[C:19]2[C:14](=[CH:15][CH:16]=[CH:17][CH:18]=2)[C:13]1=[O:22].C1(P(C2C=CC=CC=2)C2C=CC=CC=2)C=CC=CC=1.CC(OC(/N=N/C(OC(C)C)=O)=O)C.N#N. The catalyst is O. The product is [O:22]=[C:13]1[C:14]2[C:19](=[CH:18][CH:17]=[CH:16][CH:15]=2)[C:20](=[O:21])[N:12]1[O:1][CH2:2][CH2:3][C@H:4]([O:9][CH3:10])[C:5]([O:7][CH3:8])=[O:6]. The yield is 0.420. (4) The reactants are [CH3:1][O:2][C:3]1[CH:4]=[C:5]([NH:11][C:12]2[C:13]([NH:22][S:23]([C:26]3[CH:34]=[CH:33][C:29]([C:30](O)=[O:31])=[CH:28][CH:27]=3)(=[O:25])=[O:24])=[N:14][C:15]3[C:20]([N:21]=2)=[CH:19][CH:18]=[CH:17][CH:16]=3)[CH:6]=[C:7]([O:9][CH3:10])[CH:8]=1.CCN=C=NCCCN(C)C.Cl.C1C=CC2N(O)N=NC=2C=1.CCN(C(C)C)C(C)C.[CH3:66][N:67]1[CH2:72][CH2:71][NH:70][CH2:69][CH2:68]1. The catalyst is C(Cl)Cl. The product is [CH3:10][O:9][C:7]1[CH:6]=[C:5]([NH:11][C:12]2[C:13]([NH:22][S:23]([C:26]3[CH:34]=[CH:33][C:29]([C:30]([N:70]4[CH2:71][CH2:72][N:67]([CH3:66])[CH2:68][CH2:69]4)=[O:31])=[CH:28][CH:27]=3)(=[O:25])=[O:24])=[N:14][C:15]3[C:20]([N:21]=2)=[CH:19][CH:18]=[CH:17][CH:16]=3)[CH:4]=[C:3]([O:2][CH3:1])[CH:8]=1. The yield is 0.900. (5) The reactants are Br[C:2]1[CH:7]=[C:6]([O:8][CH3:9])[CH:5]=[CH:4][C:3]=1[F:10].[F:11][C:12]1[CH:13]=[C:14](B(O)O)[CH:15]=[C:16]([CH:18]=[O:19])[CH:17]=1.C(=O)([O-])[O-].[K+].[K+].O1CCOCC1. The catalyst is O.C1C=CC([P]([Pd]([P](C2C=CC=CC=2)(C2C=CC=CC=2)C2C=CC=CC=2)([P](C2C=CC=CC=2)(C2C=CC=CC=2)C2C=CC=CC=2)[P](C2C=CC=CC=2)(C2C=CC=CC=2)C2C=CC=CC=2)(C2C=CC=CC=2)C2C=CC=CC=2)=CC=1. The product is [F:10][C:3]1[CH:4]=[CH:5][C:6]([O:8][CH3:9])=[CH:7][C:2]=1[C:14]1[CH:13]=[C:12]([F:11])[CH:17]=[C:16]([CH:18]=[O:19])[CH:15]=1. The yield is 0.286. (6) The yield is 0.800. The catalyst is CO. The reactants are [CH:1]1([N:5]2[CH2:11][CH2:10][CH2:9][N:8]([C:12]([C:14]3[CH:21]=[CH:20][C:17]([CH:18]=[O:19])=[CH:16][CH:15]=3)=[O:13])[CH2:7][CH2:6]2)[CH2:4][CH2:3][CH2:2]1.[BH4-].[Na+]. The product is [CH:1]1([N:5]2[CH2:11][CH2:10][CH2:9][N:8]([C:12]([C:14]3[CH:15]=[CH:16][C:17]([CH2:18][OH:19])=[CH:20][CH:21]=3)=[O:13])[CH2:7][CH2:6]2)[CH2:4][CH2:3][CH2:2]1. (7) The reactants are [CH3:1][O:2][C:3](=[O:24])[C:4]([C:11]1[CH:16]=[CH:15][C:14]([O:17]COCCOC)=[CH:13][CH:12]=1)([CH2:8][O:9][CH3:10])[CH2:5][O:6][CH3:7].Cl. The catalyst is CO.O1CCOCC1. The yield is 0.860. The product is [CH3:1][O:2][C:3](=[O:24])[C:4]([C:11]1[CH:12]=[CH:13][C:14]([OH:17])=[CH:15][CH:16]=1)([CH2:8][O:9][CH3:10])[CH2:5][O:6][CH3:7].